From a dataset of Reaction yield outcomes from USPTO patents with 853,638 reactions. Predict the reaction yield, written as a fraction of the theoretical maximum amount of product (1.0 means a 100% yield; for example, 0.34 means a 34% yield). (1) The reactants are C[Si]([C:5]#[N:6])(C)C.Cl.[CH3:8][S:9]([C:12]1[CH:17]=[CH:16][C:15]([NH2:18])=[CH:14][CH:13]=1)(=[O:11])=[O:10].[C:19]1(=O)[CH2:22][CH2:21][CH2:20]1.S([O-])([O-])(=O)=O.[Na+].[Na+]. The catalyst is CN(C=O)C. The product is [CH3:8][S:9]([C:12]1[CH:17]=[CH:16][C:15]([NH:18][C:19]2([C:5]#[N:6])[CH2:22][CH2:21][CH2:20]2)=[CH:14][CH:13]=1)(=[O:10])=[O:11]. The yield is 0.220. (2) The reactants are C([SnH](CCCC)CCCC)CCC.[Cl:14][C:15]1[CH:20]=[C:19]([Cl:21])[CH:18]=[CH:17][C:16]=1[C:22]#[C:23][C:24]1[CH:29]=[CH:28][C:27]([Cl:30])=[CH:26][CH:25]=1.[I:31]I.S([O-])([O-])(=O)=S.[Na+].[Na+].[F-].[K+]. The catalyst is C1COCC1.Cl[Pd](Cl)([P](C1C=CC=CC=1)(C1C=CC=CC=1)C1C=CC=CC=1)[P](C1C=CC=CC=1)(C1C=CC=CC=1)C1C=CC=CC=1. The product is [Cl:14][C:15]1[CH:20]=[C:19]([Cl:21])[CH:18]=[CH:17][C:16]=1[C:22]([I:31])=[CH:23][C:24]1[CH:25]=[CH:26][C:27]([Cl:30])=[CH:28][CH:29]=1. The yield is 0.830. (3) The reactants are [CH3:1][O:2][C:3]1[CH:9]=[CH:8][C:6]([NH2:7])=[CH:5][CH:4]=1.C(N(CC)CC)C.[Cl-].ClC1N(C)CC[NH+]1C.[CH3:26][O:27][C:28]1[C:29](=[O:57])[C:30]([CH3:56])=[C:31]([CH2:37][C:38]2[CH:39]=[CH:40][C:41]([O:47][C:48]3[CH:53]=[CH:52][CH:51]=[C:50]([O:54][CH3:55])[CH:49]=3)=[C:42]([CH:46]=2)[C:43](O)=[O:44])[C:32](=[O:36])[C:33]=1[O:34][CH3:35]. The catalyst is C(Cl)Cl. The product is [CH3:26][O:27][C:28]1[C:29](=[O:57])[C:30]([CH3:56])=[C:31]([CH2:37][C:38]2[CH:39]=[CH:40][C:41]([O:47][C:48]3[CH:53]=[CH:52][CH:51]=[C:50]([O:54][CH3:55])[CH:49]=3)=[C:42]([CH:46]=2)[C:43]([NH:7][C:6]2[CH:8]=[CH:9][C:3]([O:2][CH3:1])=[CH:4][CH:5]=2)=[O:44])[C:32](=[O:36])[C:33]=1[O:34][CH3:35]. The yield is 0.470. (4) The reactants are [C:1]1([C:7]#[CH:8])[CH:6]=[CH:5][CH:4]=[CH:3][CH:2]=1.[Cl:9][SiH:10]([Cl:12])[Cl:11]. The catalyst is C(N(CCCC)CCCC)CCC. The product is [Cl:9][Si:10]([Cl:12])([Cl:11])[CH:7]([C:1]1[CH:6]=[CH:5][CH:4]=[CH:3][CH:2]=1)[CH2:8][Si:10]([Cl:12])([Cl:11])[Cl:9]. The yield is 0.380. (5) The catalyst is C1COCC1.O.C([O-])(=O)C.[Pd+2].C([O-])(=O)C. The yield is 0.510. The reactants are Br[C:2]1[CH:7]=[CH:6][C:5]([C:8]2[N:17]=[C:16]([NH:18][C:19]3[NH:20][N:21]=[C:22]([CH3:24])[CH:23]=3)[C:15]3[C:10](=[CH:11][CH:12]=[CH:13][CH:14]=3)[N:9]=2)=[CH:4][CH:3]=1.[C:25]1(B(O)O)[CH:30]=[CH:29][CH:28]=[CH:27][CH:26]=1.C([O-])([O-])=O.[Na+].[Na+].C1(P(C2C=CC=CC=2)C2C=CC=CC=2)C=CC=CC=1. The product is [C:2]1([C:25]2[CH:30]=[CH:29][CH:28]=[CH:27][CH:26]=2)[CH:7]=[CH:6][C:5]([C:8]2[N:17]=[C:16]([NH:18][C:19]3[NH:20][N:21]=[C:22]([CH3:24])[CH:23]=3)[C:15]3[C:10](=[CH:11][CH:12]=[CH:13][CH:14]=3)[N:9]=2)=[CH:4][CH:3]=1. (6) The catalyst is C1(C)C=CC=CC=1.C([O-])(=O)C.[Pd+2].C([O-])(=O)C. The yield is 0.460. The reactants are [CH2:1]([O:8][C:9]1[CH:14]=[C:13]([N+:15]([O-:17])=[O:16])[CH:12]=[CH:11][C:10]=1Cl)[C:2]1[CH:7]=[CH:6][CH:5]=[CH:4][CH:3]=1.[CH3:19][C:20]1[CH:25]=[C:24]([CH3:26])[N:23]=[C:22]([N:27]2[CH2:32][CH2:31][NH:30][CH2:29][CH2:28]2)[CH:21]=1.C(=O)([O-])[O-].[Cs+].[Cs+].C1(C2C=CC=CC=2)C=CC=CC=1. The product is [CH2:1]([O:8][C:9]1[CH:14]=[C:13]([N+:15]([O-:17])=[O:16])[CH:12]=[CH:11][C:10]=1[N:30]1[CH2:31][CH2:32][N:27]([C:22]2[CH:21]=[C:20]([CH3:19])[CH:25]=[C:24]([CH3:26])[N:23]=2)[CH2:28][CH2:29]1)[C:2]1[CH:7]=[CH:6][CH:5]=[CH:4][CH:3]=1. (7) The reactants are Cl.[OH:2][C:3]1[C:4](=[O:15])[CH:5]=[C:6]([CH3:14])[N:7]([CH2:9][C:10]([F:13])([F:12])[F:11])[CH:8]=1.[CH3:16][N:17]([CH3:22])[CH2:18]N(C)C. The catalyst is C(O)C. The product is [CH3:16][N:17]([CH2:22][C:8]1[N:7]([CH2:9][C:10]([F:11])([F:12])[F:13])[C:6]([CH3:14])=[CH:5][C:4](=[O:15])[C:3]=1[OH:2])[CH3:18]. The yield is 0.700. (8) The reactants are [O:1]1[CH2:6][CH2:5][CH:4]([N:7]2[CH2:12][CH2:11][N:10]([C:13]#[N:14])[CH2:9][CH2:8]2)[CH2:3][CH2:2]1.Cl.[NH2:16][OH:17].C([O-])([O-])=O.[Na+].[Na+]. The catalyst is C(O)C. The product is [OH:17]/[N:16]=[C:13](\[N:10]1[CH2:11][CH2:12][N:7]([CH:4]2[CH2:5][CH2:6][O:1][CH2:2][CH2:3]2)[CH2:8][CH2:9]1)/[NH2:14]. The yield is 0.760.